From a dataset of HIV replication inhibition screening data with 41,000+ compounds from the AIDS Antiviral Screen. Binary Classification. Given a drug SMILES string, predict its activity (active/inactive) in a high-throughput screening assay against a specified biological target. (1) The molecule is Cc1nc(-c2nc(C)c(C(=O)NN(C)C)s2)sc1C(=O)NN(C)C. The result is 0 (inactive). (2) The drug is COC1CC(n2ccc(=O)[nH]c2=O)OC1CO. The result is 0 (inactive). (3) The compound is Cc1ccc(C(C#N)=Cc2ccc(N(C)C)cc2)cc1. The result is 0 (inactive). (4) The molecule is CCCCCCCSc1nc2c(C(=O)OCC)ncn2c2ccccc12. The result is 0 (inactive). (5) The molecule is Cc1cc(C)c(O)c(CN(Cc2ccccn2)Cc2ccccn2)c1. The result is 0 (inactive). (6) The compound is CCCCCC=C(c1cc(F)c(OC)c(C(=O)OC)c1)c1cc(F)c(OC)c(C(=O)OC)c1. The result is 0 (inactive). (7) The molecule is COC(=O)CC(=O)C[P+](c1ccccc1)(c1ccccc1)c1ccccc1.[Br-]. The result is 0 (inactive). (8) The molecule is COC(=O)c1cc(O)c2scc(C)[n+]2n1.[Cl-]. The result is 0 (inactive).